This data is from Peptide-MHC class II binding affinity with 134,281 pairs from IEDB. The task is: Regression. Given a peptide amino acid sequence and an MHC pseudo amino acid sequence, predict their binding affinity value. This is MHC class II binding data. The peptide sequence is NFGKRELKCGDGIFI. The MHC is DRB1_0301 with pseudo-sequence DRB1_0301. The binding affinity (normalized) is 0.425.